Dataset: Reaction yield outcomes from USPTO patents with 853,638 reactions. Task: Predict the reaction yield, written as a fraction of the theoretical maximum amount of product (1.0 means a 100% yield; for example, 0.34 means a 34% yield). The reactants are C[C:2]1(C)COC(CO[C:10]2[CH:15]=[CH:14]N=[C:12]([CH2:16]S(C3NC4C=CC=CC=4N=3)=O)[C:11]=2C)[O:4][CH2:3]1.[OH-].[Na+]. The catalyst is C(O)C. The product is [CH3:14][CH2:15][CH2:10][CH2:11][CH2:12][CH3:16].[CH2:3]([OH:4])[CH3:2]. The yield is 0.774.